Dataset: Full USPTO retrosynthesis dataset with 1.9M reactions from patents (1976-2016). Task: Predict the reactants needed to synthesize the given product. (1) Given the product [Si:11]([O:28][CH2:29][CH2:30][C:31]1[CH:37]=[CH:36][CH:35]=[CH:34][C:32]=1[NH:33][C:4](=[O:6])[C:3]1[CH:7]=[CH:8][CH:9]=[N:10][C:2]=1[F:1])([C:24]([CH3:27])([CH3:25])[CH3:26])([C:18]1[CH:23]=[CH:22][CH:21]=[CH:20][CH:19]=1)[C:12]1[CH:13]=[CH:14][CH:15]=[CH:16][CH:17]=1, predict the reactants needed to synthesize it. The reactants are: [F:1][C:2]1[N:10]=[CH:9][CH:8]=[CH:7][C:3]=1[C:4]([OH:6])=O.[Si:11]([O:28][CH2:29][CH2:30][C:31]1[CH:37]=[CH:36][CH:35]=[CH:34][C:32]=1[NH2:33])([C:24]([CH3:27])([CH3:26])[CH3:25])([C:18]1[CH:23]=[CH:22][CH:21]=[CH:20][CH:19]=1)[C:12]1[CH:17]=[CH:16][CH:15]=[CH:14][CH:13]=1. (2) The reactants are: [F:1][C:2]1[C:7]2[N:8]([CH3:12])[C:9](=[O:11])[NH:10][C:6]=2[CH:5]=[CH:4][C:3]=1[O:13][CH3:14].[H-].[Na+].Br[CH2:18][C:19]([CH3:22])([CH3:21])[CH3:20]. Given the product [CH3:18][C:19]([CH3:22])([CH3:21])[CH2:20][N:10]1[C:6]2[CH:5]=[CH:4][C:3]([O:13][CH3:14])=[C:2]([F:1])[C:7]=2[N:8]([CH3:12])[C:9]1=[O:11], predict the reactants needed to synthesize it. (3) Given the product [NH2:1][C:2]1[N:7]=[CH:6][C:5]([C:8]2[CH:9]=[CH:10][C:11]3[O:17][CH2:16][CH2:15][N:14]([C:18]([N:46]4[CH:44]5[CH2:43][CH2:42][CH:41]4[CH2:40][C:39]([C:50]([F:51])([F:52])[F:53])([OH:38])[CH2:45]5)=[O:19])[CH2:13][C:12]=3[CH:25]=2)=[CH:4][C:3]=1[N+:26]([O-:28])=[O:27], predict the reactants needed to synthesize it. The reactants are: [NH2:1][C:2]1[N:7]=[CH:6][C:5]([C:8]2[CH:9]=[CH:10][C:11]3[O:17][CH2:16][CH2:15][N:14]([C:18](OC(C)(C)C)=[O:19])[CH2:13][C:12]=3[CH:25]=2)=[CH:4][C:3]=1[N+:26]([O-:28])=[O:27].CCN(C(C)C)C(C)C.[OH:38][C:39]1([C:50]([F:53])([F:52])[F:51])[CH2:45][CH:44]2[N:46](C(Cl)=O)[CH:41]([CH2:42][CH2:43]2)[CH2:40]1. (4) Given the product [CH3:7][C:4]1[C:3]([CH3:8])=[C:2]([NH:1][C:16](=[O:17])[O:18][C:19]2[CH:24]=[CH:23][CH:22]=[CH:21][CH:20]=2)[O:6][N:5]=1, predict the reactants needed to synthesize it. The reactants are: [NH2:1][C:2]1[O:6][N:5]=[C:4]([CH3:7])[C:3]=1[CH3:8].N1C=CC=CC=1.Cl[C:16]([O:18][C:19]1[CH:24]=[CH:23][CH:22]=[CH:21][CH:20]=1)=[O:17]. (5) Given the product [CH:7]([NH:8][C:9]1[CH:10]=[C:2]([CH3:1])[CH:3]=[CH:4][C:5]=1[CH2:11][C:16](=[O:17])[CH:15]([CH3:19])[CH3:14])=[CH2:6], predict the reactants needed to synthesize it. The reactants are: [CH3:1][C:2]1[CH:10]=[C:9]2[C:5]([CH:6]=[CH:7][NH:8]2)=[CH:4][CH:3]=1.[CH3:11][Mg]Br.[CH3:14][CH:15]([CH3:19])[C:16](Cl)=[O:17].